Dataset: Full USPTO retrosynthesis dataset with 1.9M reactions from patents (1976-2016). Task: Predict the reactants needed to synthesize the given product. (1) Given the product [Br:26][C:27]1[CH:32]=[C:31]([CH:30]=[CH:29][C:28]=1[S:38][C@H:39]([C:40]([NH:9][CH2:8][C:7]([O:6][C:2]([CH3:5])([CH3:4])[CH3:3])=[O:10])=[O:41])[CH2:43][CH2:44][CH2:45][C:46]1[CH:51]=[CH:50][C:49]([O:52][CH3:53])=[CH:48][CH:47]=1)[C:33]([O:35][CH2:36][CH3:37])=[O:34], predict the reactants needed to synthesize it. The reactants are: Cl.[C:2]([O:6][C:7](=[O:10])[CH2:8][NH2:9])([CH3:5])([CH3:4])[CH3:3].C1(N=C=NC2CCCCC2)CCCCC1.[Br:26][C:27]1[CH:32]=[C:31]([C:33]([O:35][CH2:36][CH3:37])=[O:34])[CH:30]=[CH:29][C:28]=1[S:38][C@@H:39]([CH2:43][CH2:44][CH2:45][C:46]1[CH:51]=[CH:50][C:49]([O:52][CH3:53])=[CH:48][CH:47]=1)[C:40](O)=[O:41].CN1CCOCC1. (2) Given the product [N:19]1([CH2:18][C:15]2[CH:16]=[CH:17][C:12]([CH2:11][N:9]3[CH:10]=[C:3]4[C:4]([N:5]=[CH:6][N:7]=[C:2]4[NH:36][CH2:35][C:29]4[C:28]5[C:32](=[CH:33][CH:34]=[C:26]([O:25][CH3:24])[CH:27]=5)[NH:31][N:30]=4)=[N:8]3)=[CH:13][CH:14]=2)[CH:23]=[CH:22][CH:21]=[N:20]1, predict the reactants needed to synthesize it. The reactants are: Cl[C:2]1[C:3]2[C:4](=[N:8][N:9]([CH2:11][C:12]3[CH:17]=[CH:16][C:15]([CH2:18][N:19]4[CH:23]=[CH:22][CH:21]=[N:20]4)=[CH:14][CH:13]=3)[CH:10]=2)[N:5]=[CH:6][N:7]=1.[CH3:24][O:25][C:26]1[CH:27]=[C:28]2[C:32](=[CH:33][CH:34]=1)[NH:31][N:30]=[C:29]2[CH2:35][NH2:36].C(N(C(C)C)CC)(C)C.